From a dataset of Reaction yield outcomes from USPTO patents with 853,638 reactions. Predict the reaction yield, written as a fraction of the theoretical maximum amount of product (1.0 means a 100% yield; for example, 0.34 means a 34% yield). (1) The reactants are C(OC(=O)[NH:7][CH2:8][CH2:9][NH:10][S:11]([C:14]1[C:15]2[CH:16]=[CH:17][N:18]=[CH:19][C:20]=2[CH:21]=[C:22](Br)[CH:23]=1)(=[O:13])=[O:12])(C)(C)C.[F:26][CH:27]([F:37])[C:28]1[CH:29]=[C:30](B(O)O)[CH:31]=[CH:32][CH:33]=1.[O-]P([O-])([O-])=O.[K+].[K+].[K+]. The catalyst is COCCOC.CO.O.C1C=CC(P(C2C=CC=CC=2)[C-]2C=CC=C2)=CC=1.C1C=CC(P(C2C=CC=CC=2)[C-]2C=CC=C2)=CC=1.Cl[Pd]Cl.[Fe+2]. The product is [NH2:7][CH2:8][CH2:9][NH:10][S:11]([C:14]1[C:15]2[CH:16]=[CH:17][N:18]=[CH:19][C:20]=2[CH:21]=[C:22]([C:32]2[CH:31]=[CH:30][CH:29]=[C:28]([CH:27]([F:37])[F:26])[CH:33]=2)[CH:23]=1)(=[O:12])=[O:13]. The yield is 0.710. (2) The reactants are [CH2:1]([C:3]1([C:18]([NH:20][C:21]2[CH:25]=[C:24]([O:26][CH:27]([CH3:29])[CH3:28])[N:23](COCC[Si](C)(C)C)[N:22]=2)=[O:19])[CH2:8][CH2:7][CH2:6][N:5]([S:9]([C:12]2[N:13]=[CH:14][N:15]([CH3:17])[CH:16]=2)(=[O:11])=[O:10])[CH2:4]1)[CH3:2].C(O)(C(F)(F)F)=O. No catalyst specified. The product is [CH2:1]([C:3]1([C:18]([NH:20][C:21]2[CH:25]=[C:24]([O:26][CH:27]([CH3:28])[CH3:29])[NH:23][N:22]=2)=[O:19])[CH2:8][CH2:7][CH2:6][N:5]([S:9]([C:12]2[N:13]=[CH:14][N:15]([CH3:17])[CH:16]=2)(=[O:11])=[O:10])[CH2:4]1)[CH3:2]. The yield is 0.500. (3) The reactants are [CH3:1][N:2]1[C:7]([CH3:8])=[C:6]([N+:9]([O-:11])=[O:10])[C:5](=[O:12])[N:4]([CH2:13][CH2:14][CH2:15][O:16][CH:17]2[CH2:22]CCC[O:18]2)[C:3]1=[O:23].[F:24][C:25]([F:36])([F:35])[O:26][C:27]1[CH:28]=[C:29]([CH:32]=[CH:33][CH:34]=1)[CH:30]=O.C([O-])(=O)C.[Na+]. The product is [C:17]([O:16][CH2:15][CH2:14][CH2:13][N:4]1[C:5](=[O:12])[C:6]([N+:9]([O-:11])=[O:10])=[C:7](/[CH:8]=[CH:30]/[C:29]2[CH:32]=[CH:33][CH:34]=[C:27]([O:26][C:25]([F:24])([F:35])[F:36])[CH:28]=2)[N:2]([CH3:1])[C:3]1=[O:23])(=[O:18])[CH3:22]. The yield is 0.143. The catalyst is CC(O)=O.CC(=O)OCC.O. (4) The reactants are [Cl-].[NH4+].[Br:3][C:4]1[CH:9]=[CH:8][C:7]([N:10]([CH3:14])[CH2:11][CH2:12][OH:13])=[C:6]([N+:15]([O-])=O)[CH:5]=1. The catalyst is O.CCOC(C)=O.[Fe]. The product is [NH2:15][C:6]1[CH:5]=[C:4]([Br:3])[CH:9]=[CH:8][C:7]=1[N:10]([CH3:14])[CH2:11][CH2:12][OH:13]. The yield is 0.760. (5) The reactants are [CH3:1][O:2][C:3](=[O:26])[C:4]1[CH:9]=[C:8](OS(C(F)(F)F)(=O)=O)[CH:7]=[C:6]([O:18][CH2:19][C:20]2[CH:25]=[CH:24][CH:23]=[CH:22][CH:21]=2)[CH:5]=1.[Cl-].[Li+].[Br-].[CH2:30]([Zn+])[CH:31]([CH3:33])[CH3:32]. The catalyst is C1C=CC([P]([Pd]([P](C2C=CC=CC=2)(C2C=CC=CC=2)C2C=CC=CC=2)([P](C2C=CC=CC=2)(C2C=CC=CC=2)C2C=CC=CC=2)[P](C2C=CC=CC=2)(C2C=CC=CC=2)C2C=CC=CC=2)(C2C=CC=CC=2)C2C=CC=CC=2)=CC=1.C1COCC1. The product is [CH3:1][O:2][C:3](=[O:26])[C:4]1[CH:9]=[C:8]([CH2:30][CH:31]([CH3:33])[CH3:32])[CH:7]=[C:6]([O:18][CH2:19][C:20]2[CH:25]=[CH:24][CH:23]=[CH:22][CH:21]=2)[CH:5]=1. The yield is 0.680. (6) The reactants are CS(O[CH:6]1[CH2:9][N:8]([CH:10]([C:17]2[CH:22]=[CH:21][CH:20]=[CH:19][CH:18]=2)[C:11]2[CH:16]=[CH:15][CH:14]=[CH:13][CH:12]=2)[CH2:7]1)(=O)=O.[O:23]=[C:24]1[NH:29][CH2:28][CH2:27][NH:26][CH:25]1[CH2:30][C:31]([O:33][CH2:34][CH3:35])=[O:32].C(N(CC)CC)C. The catalyst is C(#N)C. The product is [C:11]1([CH:10]([C:17]2[CH:22]=[CH:21][CH:20]=[CH:19][CH:18]=2)[N:8]2[CH2:9][CH:6]([N:26]3[CH2:27][CH2:28][NH:29][C:24](=[O:23])[CH:25]3[CH2:30][C:31]([O:33][CH2:34][CH3:35])=[O:32])[CH2:7]2)[CH:16]=[CH:15][CH:14]=[CH:13][CH:12]=1. The yield is 0.340. (7) The reactants are [CH3:1][N:2]1[CH2:7][CH2:6][N:5]([C:8]2[CH:26]=[CH:25][C:11]([CH2:12][C:13](C)([C:19](OCC)=O)[C:14]([O:16]CC)=[O:15])=[CH:10][CH:9]=2)[CH2:4][CH2:3]1. The catalyst is Cl. The product is [CH3:1][N:2]1[CH2:3][CH2:4][N:5]([C:8]2[CH:26]=[CH:25][C:11]([CH2:12][CH:13]([CH3:19])[C:14]([OH:16])=[O:15])=[CH:10][CH:9]=2)[CH2:6][CH2:7]1. The yield is 0.636.